Dataset: Catalyst prediction with 721,799 reactions and 888 catalyst types from USPTO. Task: Predict which catalyst facilitates the given reaction. (1) Reactant: [Cl:1][C:2]1[CH:7]=[CH:6][C:5]([S:8](Cl)(=[O:10])=[O:9])=[CH:4][C:3]=1[N+:12]([O-:14])=[O:13].N1C=CC=CC=1.[CH3:21][N:22]1[CH2:27][CH2:26][NH:25][CH2:24][CH2:23]1. Product: [Cl:1][C:2]1[CH:7]=[CH:6][C:5]([S:8]([N:25]2[CH2:26][CH2:27][N:22]([CH3:21])[CH2:23][CH2:24]2)(=[O:10])=[O:9])=[CH:4][C:3]=1[N+:12]([O-:14])=[O:13]. The catalyst class is: 2. (2) Reactant: [NH2:1][C:2]1[CH:3]=[CH:4][C:5]([F:26])=[C:6]([C:8]23[CH2:16][NH:15][CH2:14][CH:13]2[CH2:12][S:11][C:10]([NH:17][C:18](=[O:25])[C:19]2[CH:24]=[CH:23][CH:22]=[CH:21][CH:20]=2)=[N:9]3)[CH:7]=1.[F:27][C:28]1[CH:29]=[N:30][C:31](Cl)=[N:32][CH:33]=1.C(N(C(C)C)CC)(C)C. Product: [NH2:1][C:2]1[CH:3]=[CH:4][C:5]([F:26])=[C:6]([C:8]23[CH2:16][N:15]([C:31]4[N:32]=[CH:33][C:28]([F:27])=[CH:29][N:30]=4)[CH2:14][CH:13]2[CH2:12][S:11][C:10]([NH:17][C:18](=[O:25])[C:19]2[CH:24]=[CH:23][CH:22]=[CH:21][CH:20]=2)=[N:9]3)[CH:7]=1. The catalyst class is: 38. (3) Reactant: Br[CH2:2][C:3]([O:5][C:6]([CH3:9])([CH3:8])[CH3:7])=[O:4].[F:10][C:11]([F:26])([F:25])[C:12]([NH:14][CH2:15][C:16]1[CH:21]=[CH:20][CH:19]=[C:18]([N+:22]([O-:24])=[O:23])[CH:17]=1)=[O:13].C([O-])([O-])=O.[Cs+].[Cs+]. Product: [F:10][C:11]([F:25])([F:26])[C:12]([N:14]([CH2:2][C:3]([O:5][C:6]([CH3:9])([CH3:8])[CH3:7])=[O:4])[CH2:15][C:16]1[CH:21]=[CH:20][CH:19]=[C:18]([N+:22]([O-:24])=[O:23])[CH:17]=1)=[O:13]. The catalyst class is: 31.